Dataset: Reaction yield outcomes from USPTO patents with 853,638 reactions. Task: Predict the reaction yield, written as a fraction of the theoretical maximum amount of product (1.0 means a 100% yield; for example, 0.34 means a 34% yield). (1) The reactants are [Cl:1][C:2]1[CH:3]=[C:4]([C:19]2[N:23]=[C:22]([C:24](OCC)=[O:25])[O:21][N:20]=2)[CH:5]=[C:6]([Cl:18])[C:7]=1[O:8][CH2:9][C:10]1[CH:15]=[CH:14][C:13]([O:16][CH3:17])=[CH:12][CH:11]=1.[OH:29][C:30]1[CH:37]=[CH:36][C:33]([CH2:34][NH2:35])=[CH:32][CH:31]=1. The catalyst is CCO. The product is [Cl:18][C:6]1[CH:5]=[C:4]([C:19]2[N:23]=[C:22]([C:24]([NH:35][CH2:34][C:33]3[CH:36]=[CH:37][C:30]([OH:29])=[CH:31][CH:32]=3)=[O:25])[O:21][N:20]=2)[CH:3]=[C:2]([Cl:1])[C:7]=1[O:8][CH2:9][C:10]1[CH:11]=[CH:12][C:13]([O:16][CH3:17])=[CH:14][CH:15]=1. The yield is 0.880. (2) The reactants are [CH3:1][C:2]1([CH3:14])[CH2:11][CH2:10][C:9]2[C:4](=[CH:5][CH:6]=[C:7]([OH:12])[CH:8]=2)[C:3]1=[O:13].[F:15][C:16]([F:29])([F:28])[S:17](O[S:17]([C:16]([F:29])([F:28])[F:15])(=[O:19])=[O:18])(=[O:19])=[O:18]. The catalyst is N1C=CC=CC=1. The product is [F:15][C:16]([F:29])([F:28])[S:17]([O:12][C:7]1[CH:8]=[C:9]2[C:4](=[CH:5][CH:6]=1)[C:3](=[O:13])[C:2]([CH3:14])([CH3:1])[CH2:11][CH2:10]2)(=[O:19])=[O:18]. The yield is 0.850. (3) The reactants are [H-].[H-].[H-].[H-].[Li+].[Al+3].[CH2:7]([N:14]1[C:22](=O)[CH:21]2[CH:16]([CH2:17][NH:18][CH2:19][CH2:20]2)[C:15]1=O)[C:8]1[CH:13]=[CH:12][CH:11]=[CH:10][CH:9]=1. The catalyst is C1COCC1. The product is [CH2:7]([N:14]1[CH2:22][CH:21]2[CH:16]([CH2:17][NH:18][CH2:19][CH2:20]2)[CH2:15]1)[C:8]1[CH:13]=[CH:12][CH:11]=[CH:10][CH:9]=1. The yield is 0.250. (4) The reactants are [Cl:1][C:2]1[CH:3]=[CH:4][C:5]2[O:9][CH:8]([CH2:10]Cl)[CH2:7][C:6]=2[CH:12]=1.[NH:13]1[CH2:18][CH2:17][NH:16][CH2:15][CH2:14]1. No catalyst specified. The product is [Cl:1][C:2]1[CH:3]=[CH:4][C:5]2[O:9][CH:8]([CH2:10][N:13]3[CH2:18][CH2:17][NH:16][CH2:15][CH2:14]3)[CH2:7][C:6]=2[CH:12]=1. The yield is 0.650.